From a dataset of Forward reaction prediction with 1.9M reactions from USPTO patents (1976-2016). Predict the product of the given reaction. (1) Given the reactants Cl.[Cl:2]C1C=CC(O[CH:8]2[CH2:13][CH2:12][NH:11][CH2:10][CH2:9]2)=CC=1F.[Cl:17][C:18]1[CH:23]=[C:22]([F:24])[C:21]([OH:25])=[C:20]([F:26])[CH:19]=1, predict the reaction product. The product is: [ClH:2].[Cl:17][C:18]1[CH:23]=[C:22]([F:24])[C:21]([O:25][CH:8]2[CH2:13][CH2:12][NH:11][CH2:10][CH2:9]2)=[C:20]([F:26])[CH:19]=1. (2) Given the reactants [F:1][C:2]([F:29])([F:28])[C:3]([NH:5][C:6]1[C:11]([C:12]([F:15])([F:14])[F:13])=[CH:10][C:9]([O:16][C:17]2[CH:22]=[CH:21][C:20](C=O)=[CH:19][CH:18]=2)=[CH:8][C:7]=1[N+:25]([O-])=O)=O.[CH:30]([O:37][CH2:38][CH3:39])([O:34]CC)OCC.C(O)CO, predict the reaction product. The product is: [O:37]1[CH2:38][CH2:39][O:34][CH:30]1[C:20]1[CH:21]=[CH:22][C:17]([O:16][C:9]2[CH:10]=[C:11]([C:12]([F:15])([F:14])[F:13])[C:6]3[NH:5][C:3]([C:2]([F:29])([F:28])[F:1])=[N:25][C:7]=3[CH:8]=2)=[CH:18][CH:19]=1. (3) Given the reactants C(Cl)(=O)C(Cl)=O.CS(C)=O.[OH:11][CH:12]1[CH2:17][N:16]([C:18]([O:20][C:21]([CH3:24])([CH3:23])[CH3:22])=[O:19])[CH2:15][CH:14]([C:25]([O:27][CH3:28])=[O:26])[CH2:13]1.C(N(CC)CC)C, predict the reaction product. The product is: [O:11]=[C:12]1[CH2:17][N:16]([C:18]([O:20][C:21]([CH3:22])([CH3:23])[CH3:24])=[O:19])[CH2:15][CH:14]([C:25]([O:27][CH3:28])=[O:26])[CH2:13]1. (4) The product is: [Br:1][C:2]1[C:3]([CH3:9])=[N:4][C:5]([NH:11][C@H:12]([C:14]2[C:15](=[O:25])[NH:16][C:17]3[C:22]([CH:23]=2)=[CH:21][C:20]([Cl:24])=[CH:19][CH:18]=3)[CH3:13])=[N:6][CH:7]=1. Given the reactants [Br:1][C:2]1[C:3]([CH3:9])=[N:4][C:5](Cl)=[N:6][CH:7]=1.Cl.[NH2:11][C@H:12]([C:14]1[C:15](=[O:25])[NH:16][C:17]2[C:22]([CH:23]=1)=[CH:21][C:20]([Cl:24])=[CH:19][CH:18]=2)[CH3:13].CCN(C(C)C)C(C)C, predict the reaction product. (5) Given the reactants [N:1]([C:4]1[CH:9]=[CH:8][CH:7]=[CH:6][C:5]=1[N+:10]([O-:12])=[O:11])=[C:2]=[O:3].[NH2:13][C@H:14]([C:35]1[CH:40]=[CH:39][CH:38]=[CH:37][CH:36]=1)[CH2:15][CH2:16][N:17]1[CH2:22][CH2:21][CH:20]([C:23]2[CH:24]=[C:25]([NH:29][C:30](=[O:34])[CH:31]([CH3:33])[CH3:32])[CH:26]=[CH:27][CH:28]=2)[CH2:19][CH2:18]1, predict the reaction product. The product is: [CH3:32][CH:31]([CH3:33])[C:30]([NH:29][C:25]1[CH:26]=[CH:27][CH:28]=[C:23]([CH:20]2[CH2:19][CH2:18][N:17]([CH2:16][CH2:15][C@H:14]([NH:13][C:2]([NH:1][C:4]3[CH:9]=[CH:8][CH:7]=[CH:6][C:5]=3[N+:10]([O-:12])=[O:11])=[O:3])[C:35]3[CH:36]=[CH:37][CH:38]=[CH:39][CH:40]=3)[CH2:22][CH2:21]2)[CH:24]=1)=[O:34]. (6) Given the reactants [C:1]([C:5]1[CH:6]=[C:7]([NH:17]C(=O)OC(C)(C)C)[CH:8]=[C:9]([CH2:11][N:12]2[CH2:16][CH2:15][CH2:14][CH2:13]2)[CH:10]=1)([CH3:4])([CH3:3])[CH3:2], predict the reaction product. The product is: [C:1]([C:5]1[CH:6]=[C:7]([CH:8]=[C:9]([CH2:11][N:12]2[CH2:16][CH2:15][CH2:14][CH2:13]2)[CH:10]=1)[NH2:17])([CH3:4])([CH3:2])[CH3:3].